From a dataset of Forward reaction prediction with 1.9M reactions from USPTO patents (1976-2016). Predict the product of the given reaction. (1) Given the reactants Br[CH:2]=[C:3]1[CH2:8][CH2:7][N:6]([C:9]([O:11][C:12]([CH3:15])([CH3:14])[CH3:13])=[O:10])[CH2:5][CH2:4]1.[F:16][C:17]1[CH:18]=[C:19](B(O)O)[CH:20]=[C:21]([O:23][C:24]2[CH:29]=[CH:28][C:27]([C:30]([F:33])([F:32])[F:31])=[CH:26][N:25]=2)[CH:22]=1.P([O-])([O-])([O-])=O.[K+].[K+].[K+].O, predict the reaction product. The product is: [F:16][C:17]1[CH:18]=[C:19]([CH:20]=[C:21]([O:23][C:24]2[CH:29]=[CH:28][C:27]([C:30]([F:33])([F:31])[F:32])=[CH:26][N:25]=2)[CH:22]=1)[CH:2]=[C:3]1[CH2:8][CH2:7][N:6]([C:9]([O:11][C:12]([CH3:15])([CH3:14])[CH3:13])=[O:10])[CH2:5][CH2:4]1. (2) The product is: [C:17]([C:2]1[CH:3]=[C:4]([CH:8]=[CH:9][C:10]=1[O:11][CH:12]1[CH2:16][CH2:15][CH2:14][CH2:13]1)[C:5]([OH:7])=[O:6])#[N:18]. Given the reactants Br[C:2]1[CH:3]=[C:4]([CH:8]=[CH:9][C:10]=1[O:11][CH:12]1[CH2:16][CH2:15][CH2:14][CH2:13]1)[C:5]([OH:7])=[O:6].[C:17]([Cu])#[N:18].Cl, predict the reaction product. (3) Given the reactants [NH2:1][C:2]([C:4]1[CH:5]=[N:6][C:7]2[C:12]([C:13]=1[NH:14][C:15]1[CH:16]=[C:17]([CH:23]=[CH:24][CH:25]=1)[C:18]([O:20][CH2:21][CH3:22])=[O:19])=[CH:11][CH:10]=[C:9](Br)[CH:8]=2)=[O:3].[O:27]=[C:28]1[C:37]2[C:32](=[CH:33][CH:34]=[C:35](B(O)O)[CH:36]=2)[NH:31][CH:30]=[N:29]1.C(=O)([O-])[O-].[K+].[K+], predict the reaction product. The product is: [NH2:1][C:2]([C:4]1[CH:5]=[N:6][C:7]2[C:12]([C:13]=1[NH:14][C:15]1[CH:16]=[C:17]([CH:23]=[CH:24][CH:25]=1)[C:18]([O:20][CH2:21][CH3:22])=[O:19])=[CH:11][CH:10]=[C:9]([C:35]1[CH:36]=[C:37]3[C:32](=[CH:33][CH:34]=1)[NH:31][CH:30]=[N:29][C:28]3=[O:27])[CH:8]=2)=[O:3]. (4) Given the reactants [N+:1]([C:4]1[CH:5]=[CH:6][C:7]2[O:13][CH2:12][CH2:11][NH:10][CH2:9][C:8]=2[CH:14]=1)([O-:3])=[O:2].N1C=CC=CC=1.[F:21][C:22]([F:33])([F:32])[C:23](O[C:23](=[O:24])[C:22]([F:33])([F:32])[F:21])=[O:24], predict the reaction product. The product is: [N+:1]([C:4]1[CH:5]=[CH:6][C:7]2[O:13][CH2:12][CH2:11][N:10]([C:23](=[O:24])[C:22]([F:33])([F:32])[F:21])[CH2:9][C:8]=2[CH:14]=1)([O-:3])=[O:2].